This data is from Peptide-MHC class I binding affinity with 185,985 pairs from IEDB/IMGT. The task is: Regression. Given a peptide amino acid sequence and an MHC pseudo amino acid sequence, predict their binding affinity value. This is MHC class I binding data. (1) The MHC is HLA-A31:01 with pseudo-sequence HLA-A31:01. The binding affinity (normalized) is 0.259. The peptide sequence is ILISLINSL. (2) The peptide sequence is RAHYNIVTR. The MHC is H-2-Db with pseudo-sequence H-2-Db. The binding affinity (normalized) is 0. (3) The peptide sequence is LPAGSPVAV. The MHC is HLA-B07:02 with pseudo-sequence HLA-B07:02. The binding affinity (normalized) is 0.493. (4) The peptide sequence is LSIIFGRSY. The MHC is HLA-A80:01 with pseudo-sequence HLA-A80:01. The binding affinity (normalized) is 0.0847.